Task: Predict which catalyst facilitates the given reaction.. Dataset: Catalyst prediction with 721,799 reactions and 888 catalyst types from USPTO (1) Reactant: [O:1]1[CH:5]=[CH:4][C:3]([C:6]([O:8]CC)=O)=[CH:2]1.O.[NH2:12][NH2:13]. Product: [O:1]1[CH:5]=[CH:4][C:3]([C:6]([NH:12][NH2:13])=[O:8])=[CH:2]1. The catalyst class is: 8. (2) Reactant: [CH:1]12[O:7][CH:2]1[CH2:3][CH2:4][CH2:5][CH2:6]2.F[C:9]1[CH:16]=[CH:15][C:12]([C:13]#[N:14])=[C:11]([C:17]([F:20])([F:19])[F:18])[CH:10]=1.C(=O)([O-])[O-:22].[K+].[K+].O. Product: [OH:22][CH:2]1[CH2:3][CH2:4][CH2:5][CH2:6][CH:1]1[O:7][C:9]1[CH:16]=[CH:15][C:12]([C:13]#[N:14])=[C:11]([C:17]([F:20])([F:19])[F:18])[CH:10]=1. The catalyst class is: 9. (3) Reactant: [OH:1][CH:2]([C:6]1[CH:11]=[CH:10][C:9]([C:12]2[N:16]=[C:15]([C:17]3[O:21][N:20]=[C:19]([C:22]4[CH:27]=[CH:26][CH:25]=[CH:24][CH:23]=4)[C:18]=3[C:28]([F:31])([F:30])[F:29])[O:14][N:13]=2)=[CH:8][CH:7]=1)[C:3](O)=[O:4].[NH2:32][C@@H:33]([CH3:36])[C:34]#[N:35].CN(C(ON1N=NC2C=CC=NC1=2)=[N+](C)C)C.F[P-](F)(F)(F)(F)F.CN1CCOCC1. Product: [C:34]([C@@H:33]([NH:32][C:3](=[O:4])[CH:2]([OH:1])[C:6]1[CH:7]=[CH:8][C:9]([C:12]2[N:16]=[C:15]([C:17]3[O:21][N:20]=[C:19]([C:22]4[CH:23]=[CH:24][CH:25]=[CH:26][CH:27]=4)[C:18]=3[C:28]([F:30])([F:31])[F:29])[O:14][N:13]=2)=[CH:10][CH:11]=1)[CH3:36])#[N:35]. The catalyst class is: 3. (4) Reactant: [Cl:1][C:2]1[C:11]2[C:6](=[CH:7][C:8]([NH2:12])=[CH:9][CH:10]=2)[C:5]([Cl:13])=[N:4][N:3]=1.C([O-])([O-])=O.[K+].[K+].[F:20][C:21]([F:31])([F:30])[C:22]1[CH:23]=[C:24]([CH:27]=[CH:28][CH:29]=1)[CH2:25]Br. Product: [Cl:1][C:2]1[C:11]2[C:6](=[CH:7][C:8]([NH:12][CH2:25][C:24]3[CH:27]=[CH:28][CH:29]=[C:22]([C:21]([F:20])([F:30])[F:31])[CH:23]=3)=[CH:9][CH:10]=2)[C:5]([Cl:13])=[N:4][N:3]=1. The catalyst class is: 3. (5) Reactant: [NH2:1][CH2:2][C:3]1[N:7]([CH:8]2[CH2:13][CH2:12][N:11]([C:14]([O:16][C:17]([CH3:20])([CH3:19])[CH3:18])=[O:15])[CH2:10][CH2:9]2)[C:6]2[CH:21]=[CH:22][CH:23]=[CH:24][C:5]=2[N:4]=1.[N:25]1[C:34]2[C:33](=O)[CH2:32][CH2:31][CH2:30][C:29]=2[CH:28]=[CH:27][CH:26]=1.C(O)(=O)C.[BH-](OC(C)=O)(OC(C)=O)OC(C)=O.[Na+].C([O-])([O-])=O.[Na+].[Na+]. Product: [N:25]1[C:34]2[CH:33]([NH:1][CH2:2][C:3]3[N:7]([CH:8]4[CH2:13][CH2:12][N:11]([C:14]([O:16][C:17]([CH3:20])([CH3:18])[CH3:19])=[O:15])[CH2:10][CH2:9]4)[C:6]4[CH:21]=[CH:22][CH:23]=[CH:24][C:5]=4[N:4]=3)[CH2:32][CH2:31][CH2:30][C:29]=2[CH:28]=[CH:27][CH:26]=1. The catalyst class is: 417. (6) Reactant: [OH:1][C:2]1[CH:13]=[CH:12][C:11]([O:14][CH3:15])=[CH:10][C:3]=1[C:4]([N:6]([O:8][CH3:9])[CH3:7])=[O:5].CN(C)C=O.[H-].[Na+].[CH3:23][O:24][CH2:25]Cl. Product: [CH3:9][O:8][N:6]([CH3:7])[C:4](=[O:5])[C:3]1[CH:10]=[C:11]([O:14][CH3:15])[CH:12]=[CH:13][C:2]=1[O:1][CH2:23][O:24][CH3:25]. The catalyst class is: 13. (7) Reactant: C(OC([N:8]1[CH2:38][CH2:37][C:11]2([N:15]([CH3:16])[CH:14]([C:17]3[CH:22]=[CH:21][C:20]([CH:23]4[CH2:25][CH2:24]4)=[CH:19][CH:18]=3)[N:13]([CH2:26][CH2:27][C:28]3[CH:33]=[CH:32][C:31]([O:34][CH3:35])=[CH:30][CH:29]=3)[C:12]2=[O:36])[CH2:10][CH2:9]1)=O)(C)(C)C.FC(F)(F)C(O)=O.C([O-])(O)=O.[Na+]. Product: [CH:23]1([C:20]2[CH:21]=[CH:22][C:17]([CH:14]3[N:13]([CH2:26][CH2:27][C:28]4[CH:33]=[CH:32][C:31]([O:34][CH3:35])=[CH:30][CH:29]=4)[C:12](=[O:36])[C:11]4([CH2:10][CH2:9][NH:8][CH2:38][CH2:37]4)[N:15]3[CH3:16])=[CH:18][CH:19]=2)[CH2:25][CH2:24]1. The catalyst class is: 2. (8) Reactant: [O:1]1[CH2:6][CH2:5][CH2:4][CH2:3][CH:2]1[O:7][NH:8][C:9]([C:11]1[CH:20]=[C:19]2[C:14]([CH2:15][CH2:16][NH:17][CH2:18]2)=[CH:13][CH:12]=1)=[O:10].[CH3:21][C:22]1[CH:30]=[CH:29][C:25]([C:26](O)=[O:27])=[CH:24][CH:23]=1.C1C=CC2N(O)N=NC=2C=1.C(Cl)CCl. Product: [CH3:21][C:22]1[CH:30]=[CH:29][C:25]([C:26]([N:17]2[CH2:16][CH2:15][C:14]3[C:19](=[CH:20][C:11]([C:9]([NH:8][O:7][CH:2]4[CH2:3][CH2:4][CH2:5][CH2:6][O:1]4)=[O:10])=[CH:12][CH:13]=3)[CH2:18]2)=[O:27])=[CH:24][CH:23]=1. The catalyst class is: 338. (9) Reactant: [CH3:1][N:2]1[CH2:7][CH2:6][N:5]([C:8]2[C:13]([CH:14]=[C:15]3[CH2:19][CH2:18][NH:17][C:16]3=[O:20])=[CH:12][CH:11]=[CH:10][N:9]=2)[CH2:4][CH2:3]1. Product: [CH3:1][N:2]1[CH2:3][CH2:4][N:5]([C:8]2[C:13]([CH2:14][CH:15]3[CH2:19][CH2:18][NH:17][C:16]3=[O:20])=[CH:12][CH:11]=[CH:10][N:9]=2)[CH2:6][CH2:7]1. The catalyst class is: 29.